Dataset: Peptide-MHC class II binding affinity with 134,281 pairs from IEDB. Task: Regression. Given a peptide amino acid sequence and an MHC pseudo amino acid sequence, predict their binding affinity value. This is MHC class II binding data. (1) The peptide sequence is RDGVRRPQKRPSCIGCKGT. The MHC is DRB5_0101 with pseudo-sequence DRB5_0101. The binding affinity (normalized) is 0.386. (2) The peptide sequence is ADYLRMWIQAATVMS. The MHC is DRB1_1501 with pseudo-sequence DRB1_1501. The binding affinity (normalized) is 0.696.